Dataset: Forward reaction prediction with 1.9M reactions from USPTO patents (1976-2016). Task: Predict the product of the given reaction. (1) Given the reactants [Br:1][C:2]1[CH:3]=[CH:4][C:5](=[O:8])[NH:6][CH:7]=1.[CH3:9][O:10][C:11](=[O:17])[CH2:12][CH2:13][CH:14](O)[CH3:15].C1(P(C2C=CC=CC=2)C2C=CC=CC=2)C=CC=CC=1.N(C(OC(C)C)=O)=NC(OC(C)C)=O, predict the reaction product. The product is: [CH3:9][O:10][C:11](=[O:17])[CH2:12][CH2:13][CH:14]([O:8][C:5]1[CH:4]=[CH:3][C:2]([Br:1])=[CH:7][N:6]=1)[CH3:15]. (2) Given the reactants [CH3:1][C:2]1[CH:9]=[CH:8][CH:7]=[CH:6][C:3]=1[CH2:4][NH2:5].[C:10]([O:14][C:15]([NH:17][C@@H:18]([CH3:40])[C:19]([NH:21][CH2:22][C:23]1[S:27][CH:26]=[C:25]([N:28]2[C:32]([C:33](O)=[O:34])=[CH:31][C:30]([C:36]([F:39])([F:38])[F:37])=[N:29]2)[CH:24]=1)=[O:20])=[O:16])([CH3:13])([CH3:12])[CH3:11].C(Cl)CCl, predict the reaction product. The product is: [CH3:1][C:2]1[CH:9]=[CH:8][CH:7]=[CH:6][C:3]=1[CH2:4][NH:5][C:33]([C:32]1[N:28]([C:25]2[CH:24]=[C:23]([CH2:22][NH:21][C:19](=[O:20])[C@@H:18]([NH:17][C:15](=[O:16])[O:14][C:10]([CH3:13])([CH3:11])[CH3:12])[CH3:40])[S:27][CH:26]=2)[N:29]=[C:30]([C:36]([F:37])([F:39])[F:38])[CH:31]=1)=[O:34].